This data is from Forward reaction prediction with 1.9M reactions from USPTO patents (1976-2016). The task is: Predict the product of the given reaction. (1) Given the reactants [Cl:1][C:2]1[CH:3]=[C:4]2[C:9](=[CH:10][C:11]=1[C:12]([OH:14])=O)[N:8]=[CH:7][N:6]=[C:5]2[NH:15][CH:16]([C:18]1[NH:22][C:21]2[CH:23]=[CH:24][C:25]([Cl:27])=[CH:26][C:20]=2[N:19]=1)[CH3:17].FC1C(OC(N(C)C)=[N+](C)C)=C(F)C(F)=C(F)C=1F.F[P-](F)(F)(F)(F)F.C(N(C(C)C)CC)(C)C.[NH:63]1[CH2:68][CH2:67][CH:66]([C:69]([NH2:71])=[O:70])[CH2:65][CH2:64]1, predict the reaction product. The product is: [Cl:1][C:2]1[CH:3]=[C:4]2[C:9](=[CH:10][C:11]=1[C:12]([N:63]1[CH2:68][CH2:67][CH:66]([C:69]([NH2:71])=[O:70])[CH2:65][CH2:64]1)=[O:14])[N:8]=[CH:7][N:6]=[C:5]2[NH:15][CH:16]([C:18]1[NH:22][C:21]2[CH:23]=[CH:24][C:25]([Cl:27])=[CH:26][C:20]=2[N:19]=1)[CH3:17]. (2) The product is: [Br:41][CH2:14][C:13]([C:12]1[N:11]([CH3:16])[N:10]=[N:9][C:8]=1[C:3]1[CH:4]=[CH:5][CH:6]=[CH:7][C:2]=1[Cl:1])=[O:15]. Given the reactants [Cl:1][C:2]1[CH:7]=[CH:6][CH:5]=[CH:4][C:3]=1[C:8]1[N:9]=[N:10][N:11]([CH3:16])[C:12]=1[C:13](=[O:15])[CH3:14].CC(OCC1C2C(=CC=CC=2)C(COC(C)=O)=C2C=1C=CC=C2)=O.[Br:41]Br, predict the reaction product.